From a dataset of Experimentally validated miRNA-target interactions with 360,000+ pairs, plus equal number of negative samples. Binary Classification. Given a miRNA mature sequence and a target amino acid sequence, predict their likelihood of interaction. Result: 1 (interaction). The protein sequence of the target gene is MASSDIQVKELEKRASGQAFELILSPRSKESVPEFPLSPPKKKDLSLEEIQKKLEAAEERRKSHEAEVLKQLAEKREHEKEVLQKAIEENNNFSKMAEEKLTHKMEANKENREAQMAAKLERLREKDKHIEEVRKNKESKDPADETEAD. The miRNA is hsa-miR-3943 with sequence UAGCCCCCAGGCUUCACUUGGCG.